Predict the reaction yield, written as a fraction of the theoretical maximum amount of product (1.0 means a 100% yield; for example, 0.34 means a 34% yield). From a dataset of Reaction yield outcomes from USPTO patents with 853,638 reactions. (1) The reactants are [CH3:1][O-:2].[Na+].Cl[C:5]1[N:10]=[N:9][C:8]([N:11]2[C:15]([C:16]3[CH:21]=[CH:20][C:19]([N:22]([CH3:24])[CH3:23])=[CH:18][CH:17]=3)=[CH:14][C:13]([C:25]([O:27]C)=[O:26])=[N:12]2)=[CH:7][CH:6]=1.O. The catalyst is CO. The product is [CH3:23][N:22]([CH3:24])[C:19]1[CH:18]=[CH:17][C:16]([C:15]2[N:11]([C:8]3[N:9]=[N:10][C:5]([O:2][CH3:1])=[CH:6][CH:7]=3)[N:12]=[C:13]([C:25]([OH:27])=[O:26])[CH:14]=2)=[CH:21][CH:20]=1. The yield is 0.910. (2) The reactants are [F:1][C:2]1[CH:7]=[CH:6][C:5]([CH2:8][C:9]([N:11]=[C:12]=[S:13])=[O:10])=[CH:4][CH:3]=1.[NH2:14][C:15]1[CH:43]=[CH:42][C:18]([O:19][C:20]2[CH:25]=[C:24]([NH:26][C:27]([N:29]3[CH2:34][CH2:33][N:32]([CH:35]4[CH2:40][CH2:39][N:38]([CH3:41])[CH2:37][CH2:36]4)[CH2:31][CH2:30]3)=[O:28])[N:23]=[CH:22][N:21]=2)=[C:17]([F:44])[CH:16]=1.C12(CS(O)(=O)=O)C(C)(C)C(CC1)CC2=O. The catalyst is C1(C)C=CC=CC=1.C(O)C. The product is [F:44][C:17]1[CH:16]=[C:15]([NH:14][C:12]([NH:11][C:9](=[O:10])[CH2:8][C:5]2[CH:4]=[CH:3][C:2]([F:1])=[CH:7][CH:6]=2)=[S:13])[CH:43]=[CH:42][C:18]=1[O:19][C:20]1[CH:25]=[C:24]([NH:26][C:27]([N:29]2[CH2:30][CH2:31][N:32]([CH:35]3[CH2:40][CH2:39][N:38]([CH3:41])[CH2:37][CH2:36]3)[CH2:33][CH2:34]2)=[O:28])[N:23]=[CH:22][N:21]=1. The yield is 0.310. (3) The reactants are [CH3:1][O:2][C:3](=[O:16])[CH:4]=[CH:5][C:6]1[CH:11]=[CH:10][CH:9]=[C:8]([S:12](Cl)(=[O:14])=[O:13])[CH:7]=1.[CH3:17][C:18]1[CH:24]=[CH:23][C:21]([NH2:22])=[CH:20][CH:19]=1.C([O-])(O)=O.[Na+]. The catalyst is O1CCOCC1.O. The product is [CH3:1][O:2][C:3](=[O:16])[CH:4]=[CH:5][C:6]1[CH:11]=[CH:10][CH:9]=[C:8]([S:12](=[O:14])(=[O:13])[NH:22][C:21]2[CH:23]=[CH:24][C:18]([CH3:17])=[CH:19][CH:20]=2)[CH:7]=1. The yield is 0.790. (4) The reactants are [N+:1]([C:4]1[CH:5]=[C:6]([C:10](=[O:12])[CH3:11])[CH:7]=[CH:8][CH:9]=1)([O-:3])=[O:2].[Br-:13].[Br-].[Br-].[NH+]1C=CC=CC=1.[NH+]1C=CC=CC=1.[NH+]1C=CC=CC=1. The catalyst is C(O)(=O)C. The product is [Br:13][CH2:11][C:10]([C:6]1[CH:7]=[CH:8][CH:9]=[C:4]([N+:1]([O-:3])=[O:2])[CH:5]=1)=[O:12]. The yield is 0.840.